From a dataset of Full USPTO retrosynthesis dataset with 1.9M reactions from patents (1976-2016). Predict the reactants needed to synthesize the given product. (1) Given the product [NH2:25][CH2:24][C@@H:23]([C:20]1[CH:19]=[CH:18][C:17]([C:4]2[C:5]3[C:6]4[CH:16]=[CH:15][S:14][C:7]=4[C:8](=[O:13])[NH:9][C:10]=3[CH:11]=[CH:12][C:3]=2[O:2][CH3:1])=[CH:22][CH:21]=1)[CH3:33], predict the reactants needed to synthesize it. The reactants are: [CH3:1][O:2][C:3]1[CH:12]=[CH:11][C:10]2[NH:9][C:8](=[O:13])[C:7]3[S:14][CH:15]=[CH:16][C:6]=3[C:5]=2[C:4]=1[C:17]1[CH:22]=[CH:21][C:20]([C@@H:23]([CH3:33])[CH2:24][NH:25]C(=O)OC(C)(C)C)=[CH:19][CH:18]=1. (2) The reactants are: [N+:1]([C:4]1[CH:11]=[CH:10][C:7]([CH:8]=O)=[CH:6][CH:5]=1)([O-:3])=[O:2].[C:12]([O:16][C:17]([N:19]1[CH2:24][CH2:23][CH:22]([NH2:25])[CH2:21][CH2:20]1)=[O:18])([CH3:15])([CH3:14])[CH3:13].[CH3:26][C:27]([O:30][C:31](O[C:31]([O:30][C:27]([CH3:29])([CH3:28])[CH3:26])=[O:32])=[O:32])([CH3:29])[CH3:28].CCN(CC)CC. Given the product [C:12]([O:16][C:17]([N:19]1[CH2:24][CH2:23][CH:22]([N:25]([C:31]([O:30][C:27]([CH3:29])([CH3:28])[CH3:26])=[O:32])[CH2:8][C:7]2[CH:10]=[CH:11][C:4]([N+:1]([O-:3])=[O:2])=[CH:5][CH:6]=2)[CH2:21][CH2:20]1)=[O:18])([CH3:15])([CH3:13])[CH3:14], predict the reactants needed to synthesize it. (3) Given the product [Cl:1][C:3]1[CH:8]=[CH:7][CH:6]=[CH:5][C:4]=1[CH:9]([CH:14]=[O:22])[CH:10]=[O:18], predict the reactants needed to synthesize it. The reactants are: [Cl-:1].Cl[C:3]1[CH:8]=[CH:7][CH:6]=[CH:5][C:4]=1/[C:9](=[CH:14]/N(C)C)/[CH:10]=[N+](C)C.[OH-:18].[Na+].CC[OH:22]. (4) Given the product [C:1]1([O:7][C:8](=[O:9])[NH:26][CH2:25][CH2:24][CH2:23][C:17]2[CH:22]=[CH:21][CH:20]=[CH:19][CH:18]=2)[CH:6]=[CH:5][CH:4]=[CH:3][CH:2]=1, predict the reactants needed to synthesize it. The reactants are: [C:1]1([O:7][C:8](Cl)=[O:9])[CH:6]=[CH:5][CH:4]=[CH:3][CH:2]=1.N1C=CC=CC=1.[C:17]1([CH2:23][CH2:24][CH2:25][NH2:26])[CH:22]=[CH:21][CH:20]=[CH:19][CH:18]=1. (5) Given the product [F:1][C:2]1[CH:10]=[CH:9][CH:8]=[C:7]2[C:3]=1[C:4]([C:41]([C:40]1[CH:44]=[CH:45][C:37]([O:36][CH2:34][CH3:35])=[CH:38][CH:39]=1)=[O:42])=[CH:5][N:6]2[C@@H:11]1[O:28][C@H:27]([CH2:29][O:30][C:31](=[O:33])[CH3:32])[C@@H:22]([O:23][C:24](=[O:26])[CH3:25])[C@H:17]([O:18][C:19](=[O:21])[CH3:20])[C@H:12]1[O:13][C:14](=[O:16])[CH3:15], predict the reactants needed to synthesize it. The reactants are: [F:1][C:2]1[CH:10]=[CH:9][CH:8]=[C:7]2[C:3]=1[CH:4]=[CH:5][N:6]2[C@@H:11]1[O:28][C@H:27]([CH2:29][O:30][C:31](=[O:33])[CH3:32])[C@@H:22]([O:23][C:24](=[O:26])[CH3:25])[C@H:17]([O:18][C:19](=[O:21])[CH3:20])[C@H:12]1[O:13][C:14](=[O:16])[CH3:15].[CH2:34]([O:36][C:37]1[CH:45]=[CH:44][C:40]([C:41](Cl)=[O:42])=[CH:39][CH:38]=1)[CH3:35]. (6) Given the product [Cl:17][C:18]1[CH:19]=[CH:20][C:21]([C:24]2[N:25]=[C:26]([C:29]([NH:31][CH:32]3[CH2:33][CH2:34][CH2:35][CH2:36][CH2:37]3)=[O:30])[S:27][C:28]=2[C:2]2[CH:7]=[CH:6][C:5]([S:8](=[O:10])(=[O:9])[NH2:11])=[CH:4][CH:3]=2)=[CH:22][CH:23]=1, predict the reactants needed to synthesize it. The reactants are: Br[C:2]1[CH:7]=[CH:6][C:5]([S:8]([NH2:11])(=[O:10])=[O:9])=[CH:4][CH:3]=1.C([O-])(=O)C.[K+].[Cl:17][C:18]1[CH:23]=[CH:22][C:21]([C:24]2[N:25]=[C:26]([C:29]([NH:31][CH:32]3[CH2:37][CH2:36][CH2:35][CH2:34][CH2:33]3)=[O:30])[S:27][CH:28]=2)=[CH:20][CH:19]=1. (7) Given the product [Cl:15][CH2:14][CH2:13][CH2:12][CH2:11][N:1]1[C:9]2[C:4](=[CH:5][CH:6]=[CH:7][CH:8]=2)[CH:3]=[CH:2]1, predict the reactants needed to synthesize it. The reactants are: [NH:1]1[C:9]2[C:4](=[CH:5][CH:6]=[CH:7][CH:8]=2)[CH:3]=[CH:2]1.Br[CH2:11][CH2:12][CH2:13][CH2:14][Cl:15].